From a dataset of Full USPTO retrosynthesis dataset with 1.9M reactions from patents (1976-2016). Predict the reactants needed to synthesize the given product. (1) Given the product [F:1][C:2]1[CH:11]=[CH:10][C:5]([C:6]([O:8][CH3:9])=[O:7])=[C:4]([O:12][CH2:26][C@@H:27]2[CH2:29][O:28]2)[CH:3]=1, predict the reactants needed to synthesize it. The reactants are: [F:1][C:2]1[CH:11]=[CH:10][C:5]([C:6]([O:8][CH3:9])=[O:7])=[C:4]([OH:12])[CH:3]=1.[N+](C1C=C(S(O[CH2:26][C@@H:27]2[CH2:29][O:28]2)(=O)=O)C=CC=1)([O-])=O.C([O-])([O-])=O.[Cs+].[Cs+]. (2) Given the product [CH3:26][CH:24]1[CH2:23][N:22]([CH2:2][C:3]2[CH:7]=[CH:6][N:5]([C:8]3[N:18]=[CH:17][CH:16]=[CH:15][C:9]=3[C:10]([O:12][CH2:13][CH3:14])=[O:11])[N:4]=2)[CH2:21][CH:20]([CH3:19])[O:25]1, predict the reactants needed to synthesize it. The reactants are: Cl[CH2:2][C:3]1[CH:7]=[CH:6][N:5]([C:8]2[N:18]=[CH:17][CH:16]=[CH:15][C:9]=2[C:10]([O:12][CH2:13][CH3:14])=[O:11])[N:4]=1.[CH3:19][CH:20]1[O:25][CH:24]([CH3:26])[CH2:23][NH:22][CH2:21]1. (3) Given the product [NH2:1][C:2]1[C:7]([C:8]#[N:9])=[C:6]([C:10]2[CH:18]=[CH:17][C:13]3[O:14][CH2:15][O:16][C:12]=3[CH:11]=2)[C:5]([C:19]#[N:20])=[C:4]([CH:28]2[CH2:30][CH2:29]2)[N:3]=1, predict the reactants needed to synthesize it. The reactants are: [NH2:1][C:2]1[C:7]([C:8]#[N:9])=[C:6]([C:10]2[CH:18]=[CH:17][C:13]3[O:14][CH2:15][O:16][C:12]=3[CH:11]=2)[C:5]([C:19]#[N:20])=[C:4](SC2C=CC=CC=2)[N:3]=1.[CH:28]1([Mg]Br)[CH2:30][CH2:29]1.Cl.C(=O)([O-])[O-].[Na+].[Na+]. (4) Given the product [CH2:20]([O:22][CH:3]([O:15][CH2:16][CH3:19])[C:4](=[O:13])[CH2:5][C:6]1[CH:11]=[CH:10][C:9]([I:12])=[CH:8][CH:7]=1)[CH3:21], predict the reactants needed to synthesize it. The reactants are: [N+](=[CH:3][C:4](=[O:13])[CH2:5][C:6]1[CH:11]=[CH:10][C:9]([I:12])=[CH:8][CH:7]=1)=[N-].Cl[O:15][C:16]([CH3:19])(C)C.[CH2:20]([OH:22])[CH3:21]. (5) Given the product [F:62][CH:30]([F:29])[O:31][C:32]1[CH:33]=[C:34]2[C:38](=[CH:39][CH:40]=1)[N:37]([CH3:41])[N:36]=[C:35]2[C:42]1[N:43]=[C:44]2[C:50]([C:51]([NH:16][CH:11]([CH3:12])[CH3:10])=[O:53])=[CH:49][N:48]([CH2:54][O:55][CH2:56][CH2:57][Si:58]([CH3:59])([CH3:60])[CH3:61])[C:45]2=[N:46][CH:47]=1, predict the reactants needed to synthesize it. The reactants are: CN(C(ON1N=[N:16][C:11]2[CH:12]=CC=N[C:10]1=2)=[N+](C)C)C.F[P-](F)(F)(F)(F)F.CC(N)C.[F:29][CH:30]([F:62])[O:31][C:32]1[CH:33]=[C:34]2[C:38](=[CH:39][CH:40]=1)[N:37]([CH3:41])[N:36]=[C:35]2[C:42]1[N:43]=[C:44]2[C:50]([C:51]([OH:53])=O)=[CH:49][N:48]([CH2:54][O:55][CH2:56][CH2:57][Si:58]([CH3:61])([CH3:60])[CH3:59])[C:45]2=[N:46][CH:47]=1. (6) Given the product [C:24]1([CH:17]([C:18]2[CH:23]=[CH:22][CH:21]=[CH:20][CH:19]=2)[N:30]2[C:38]3[C:33](=[CH:34][CH:35]=[CH:36][CH:37]=3)[C:32]([OH:39])([C:9]3[CH:8]=[CH:7][C:6]4[O:1][CH2:2][CH2:3][O:4][C:5]=4[C:10]=3[OH:11])[C:31]2=[O:40])[CH:25]=[CH:26][CH:27]=[CH:28][CH:29]=1, predict the reactants needed to synthesize it. The reactants are: [O:1]1[C:6]2[CH:7]=[CH:8][CH:9]=[C:10]([OH:11])[C:5]=2[O:4][CH2:3][CH2:2]1.C([Mg]Cl)(C)C.[CH:17]([N:30]1[C:38]2[C:33](=[CH:34][CH:35]=[CH:36][CH:37]=2)[C:32](=[O:39])[C:31]1=[O:40])([C:24]1[CH:29]=[CH:28][CH:27]=[CH:26][CH:25]=1)[C:18]1[CH:23]=[CH:22][CH:21]=[CH:20][CH:19]=1.